From a dataset of Full USPTO retrosynthesis dataset with 1.9M reactions from patents (1976-2016). Predict the reactants needed to synthesize the given product. (1) Given the product [CH2:15]([O:10][C:9](=[O:11])[C:8]1[C:3]([O:2][CH3:1])=[CH:4][CH:5]=[CH:6][C:7]=1[O:12][CH2:9][C:8]1[CH:7]=[CH:6][CH:5]=[CH:4][CH:3]=1)[C:16]1[CH:21]=[CH:20][CH:19]=[CH:18][CH:17]=1, predict the reactants needed to synthesize it. The reactants are: [CH3:1][O:2][C:3]1[CH:4]=[CH:5][CH:6]=[C:7]([OH:12])[C:8]=1[C:9]([OH:11])=[O:10].[H-].[Na+].[CH2:15](Br)[C:16]1[CH:21]=[CH:20][CH:19]=[CH:18][CH:17]=1.[Cl-].[NH4+]. (2) Given the product [C:1]([N:5]1[CH:9]=[C:8]([CH:10]=[O:11])[N:7]=[N:6]1)([CH3:4])([CH3:3])[CH3:2], predict the reactants needed to synthesize it. The reactants are: [C:1]([N:5]1[CH:9]=[C:8]([CH:10](OCC)[O:11]CC)[N:7]=[N:6]1)([CH3:4])([CH3:3])[CH3:2].ClCCl.FC(F)(F)C(O)=O. (3) Given the product [Cl:1][C:2]1[CH:7]=[CH:6][C:5]([C@H:8]2[C@H:13]([OH:14])[C@@H:12]([OH:15])[C@H:11]([OH:16])[C@@H:10]([CH2:17][OH:18])[O:9]2)=[CH:4][C:3]=1[CH2:19][C:20]1[CH:21]=[CH:22][C:23]([O:26][CH2:32][CH2:33][O:34][CH2:35][CH2:36][NH:37][C:38](=[O:39])[O:40][C:41]([CH3:44])([CH3:43])[CH3:42])=[CH:24][CH:25]=1, predict the reactants needed to synthesize it. The reactants are: [Cl:1][C:2]1[CH:7]=[CH:6][C:5]([CH:8]2[C@H:13]([OH:14])[C@@H:12]([OH:15])[C@H:11]([OH:16])[C@@H:10]([CH2:17][OH:18])[O:9]2)=[CH:4][C:3]=1[CH2:19][C:20]1[CH:25]=[CH:24][C:23]([OH:26])=[CH:22][CH:21]=1.CS(O[CH2:32][CH2:33][O:34][CH2:35][CH2:36][NH:37][C:38]([O:40][C:41]([CH3:44])([CH3:43])[CH3:42])=[O:39])(=O)=O.C([O-])([O-])=O.[Cs+].[Cs+]. (4) Given the product [CH3:18][CH:19]([C:21]1[CH:25]=[C:24]([CH2:26][NH:27][C:2]2[N:7]=[C:6]([NH:8][C:9]3[NH:10][N:11]=[C:12]([O:14][CH:15]([CH3:17])[CH3:16])[CH:13]=3)[CH:5]=[CH:4][N:3]=2)[O:23][N:22]=1)[CH3:20], predict the reactants needed to synthesize it. The reactants are: Cl[C:2]1[N:7]=[C:6]([NH:8][C:9]2[NH:10][N:11]=[C:12]([O:14][CH:15]([CH3:17])[CH3:16])[CH:13]=2)[CH:5]=[CH:4][N:3]=1.[CH3:18][CH:19]([C:21]1[CH:25]=[C:24]([CH2:26][NH2:27])[O:23][N:22]=1)[CH3:20].C(N(C(C)C)C(C)C)C. (5) Given the product [F:2][C:3]1[CH:8]=[C:7]([F:9])[CH:6]=[C:5]2[C:4]=1[C:13]([CH3:17])([CH3:12])[C:14]([CH3:15])=[N:10]2, predict the reactants needed to synthesize it. The reactants are: Cl.[F:2][C:3]1[CH:4]=[C:5]([NH:10]N)[CH:6]=[C:7]([F:9])[CH:8]=1.[CH3:12][CH:13]([CH3:17])[C:14](=O)[CH3:15].C(O)(=O)C. (6) Given the product [O:14]1[CH2:15][CH2:16][N:11]([C:4]2[CH:3]=[C:2]([NH:20][C:17](=[O:19])[CH3:18])[CH:7]=[C:6]([N+:8]([O-:10])=[O:9])[CH:5]=2)[CH2:12][CH2:13]1, predict the reactants needed to synthesize it. The reactants are: Cl[C:2]1[CH:3]=[C:4]([N:11]2[CH2:16][CH2:15][O:14][CH2:13][CH2:12]2)[CH:5]=[C:6]([N+:8]([O-:10])=[O:9])[CH:7]=1.[C:17]([NH2:20])(=[O:19])[CH3:18].P([O-])([O-])([O-])=O.[K+].[K+].[K+]. (7) Given the product [CH3:7][C:5]1[S:4][C:3]([CH:8]=[O:9])=[C:2]([S:17]([C:12]2[CH:13]=[CH:14][CH:15]=[CH:16][N:11]=2)(=[O:19])=[O:18])[CH:6]=1, predict the reactants needed to synthesize it. The reactants are: Br[C:2]1[CH:6]=[C:5]([CH3:7])[S:4][C:3]=1[CH:8]=[O:9].[Na+].[N:11]1[CH:16]=[CH:15][CH:14]=[CH:13][C:12]=1[S:17]([O-:19])=[O:18].